From a dataset of Merck oncology drug combination screen with 23,052 pairs across 39 cell lines. Regression. Given two drug SMILES strings and cell line genomic features, predict the synergy score measuring deviation from expected non-interaction effect. (1) Drug 1: O=c1[nH]cc(F)c(=O)[nH]1. Drug 2: NC(=O)c1cccc2cn(-c3ccc(C4CCCNC4)cc3)nc12. Cell line: NCIH460. Synergy scores: synergy=-2.86. (2) Drug 1: N#Cc1ccc(Cn2cncc2CN2CCN(c3cccc(Cl)c3)C(=O)C2)cc1. Drug 2: COC1CC2CCC(C)C(O)(O2)C(=O)C(=O)N2CCCCC2C(=O)OC(C(C)CC2CCC(OP(C)(C)=O)C(OC)C2)CC(=O)C(C)C=C(C)C(O)C(OC)C(=O)C(C)CC(C)C=CC=CC=C1C. Cell line: NCIH23. Synergy scores: synergy=17.1. (3) Drug 1: CCC1(O)CC2CN(CCc3c([nH]c4ccccc34)C(C(=O)OC)(c3cc4c(cc3OC)N(C)C3C(O)(C(=O)OC)C(OC(C)=O)C5(CC)C=CCN6CCC43C65)C2)C1. Drug 2: Cn1nnc2c(C(N)=O)ncn2c1=O. Cell line: OVCAR3. Synergy scores: synergy=-67.0. (4) Cell line: A427. Synergy scores: synergy=31.1. Drug 2: O=C(O)C1(Cc2cccc(Nc3nccs3)n2)CCC(Oc2cccc(Cl)c2F)CC1. Drug 1: N#Cc1ccc(Cn2cncc2CN2CCN(c3cccc(Cl)c3)C(=O)C2)cc1. (5) Drug 1: C=CCn1c(=O)c2cnc(Nc3ccc(N4CCN(C)CC4)cc3)nc2n1-c1cccc(C(C)(C)O)n1. Drug 2: COC1CC2CCC(C)C(O)(O2)C(=O)C(=O)N2CCCCC2C(=O)OC(C(C)CC2CCC(OP(C)(C)=O)C(OC)C2)CC(=O)C(C)C=C(C)C(O)C(OC)C(=O)C(C)CC(C)C=CC=CC=C1C. Cell line: HCT116. Synergy scores: synergy=9.07.